From a dataset of Forward reaction prediction with 1.9M reactions from USPTO patents (1976-2016). Predict the product of the given reaction. (1) Given the reactants [CH2:1]([C:3]([C:28]1[CH:33]=[CH:32][C:31]([OH:34])=[C:30]([CH3:35])[CH:29]=1)([C:6]1[CH:11]=[CH:10][C:9]([C:12]#[C:13][C:14]([O:23][CH2:24][O:25][CH3:26])([C:19]([F:22])([F:21])[F:20])[C:15]([F:18])([F:17])[F:16])=[C:8]([CH3:27])[CH:7]=1)[CH2:4][CH3:5])[CH3:2].[O:36](S(C(F)(F)F)(=O)=O)[S:37]([C:40]([F:43])([F:42])[F:41])(=O)=[O:38].N1C=CC=CC=1.O, predict the reaction product. The product is: [CH2:1]([C:3]([C:28]1[CH:33]=[CH:32][C:31]([O:34][S:37]([C:40]([F:43])([F:42])[F:41])(=[O:38])=[O:36])=[C:30]([CH3:35])[CH:29]=1)([C:6]1[CH:11]=[CH:10][C:9]([C:12]#[C:13][C:14]([O:23][CH2:24][O:25][CH3:26])([C:19]([F:20])([F:21])[F:22])[C:15]([F:18])([F:17])[F:16])=[C:8]([CH3:27])[CH:7]=1)[CH2:4][CH3:5])[CH3:2]. (2) Given the reactants N1C2C(=NC=CC=2)N(O[C:11]([C:13]2[C:17]([CH3:18])=[C:16](/[CH:19]=[C:20]3\[C:21](=[O:41])[NH:22][C:23]4[C:28]\3=[CH:27][C:26]([S:29]([CH2:32][C:33]3[C:38]([Cl:39])=[CH:37][CH:36]=[CH:35][C:34]=3[Cl:40])(=[O:31])=[O:30])=[CH:25][CH:24]=4)[NH:15][C:14]=2[CH3:42])=[O:12])N=1.[NH3:43], predict the reaction product. The product is: [Cl:39][C:38]1[CH:37]=[CH:36][CH:35]=[C:34]([Cl:40])[C:33]=1[CH2:32][S:29]([C:26]1[CH:27]=[C:28]2[C:23](=[CH:24][CH:25]=1)[NH:22][C:21](=[O:41])/[C:20]/2=[CH:19]\[C:16]1[NH:15][C:14]([CH3:42])=[C:13]([C:11]([NH2:43])=[O:12])[C:17]=1[CH3:18])(=[O:31])=[O:30]. (3) Given the reactants [H-].[Na+].[I-].[CH3:4][S+](C)(C)=O.[CH2:9]([O:16][C:17]1[CH:18]=[C:19]([CH:30]=[CH:31][CH:32]=1)[CH:20]=[C:21]([C:26]([O:28][CH3:29])=[O:27])[C:22]([O:24][CH3:25])=[O:23])[C:10]1[CH:15]=[CH:14][CH:13]=[CH:12][CH:11]=1.[Cl-].[NH4+], predict the reaction product. The product is: [CH3:29][O:28][C:26]([C:21]1([C:22]([O:24][CH3:25])=[O:23])[CH2:4][CH:20]1[C:19]1[CH:30]=[CH:31][CH:32]=[C:17]([O:16][CH2:9][C:10]2[CH:11]=[CH:12][CH:13]=[CH:14][CH:15]=2)[CH:18]=1)=[O:27]. (4) The product is: [CH3:1][O:2][C:3]1[C:4]([CH3:26])=[C:5]([C:17]([O:24][CH3:25])=[C:18]([O:22][CH3:23])[C:19]=1[O:20][CH3:21])[CH2:6][C:7]1[C:8]([O:16][C:28](=[O:30])[CH3:29])=[C:9]([CH:13]=[CH:14][CH:15]=1)[C:10]([OH:12])=[O:11]. Given the reactants [CH3:1][O:2][C:3]1[C:4]([CH3:26])=[C:5]([C:17]([O:24][CH3:25])=[C:18]([O:22][CH3:23])[C:19]=1[O:20][CH3:21])[CH2:6][C:7]1[C:8]([OH:16])=[C:9]([CH:13]=[CH:14][CH:15]=1)[C:10]([OH:12])=[O:11].O.[C:28](OC(=O)C)(=[O:30])[CH3:29], predict the reaction product.